Task: Predict the reactants needed to synthesize the given product.. Dataset: Full USPTO retrosynthesis dataset with 1.9M reactions from patents (1976-2016) (1) Given the product [Cl:1][C:2]1[C:11]2[C:6](=[C:7]([F:12])[CH:8]=[CH:9][CH:10]=2)[N:5]=[C:4]([C:13]([C:22]2[CH:23]=[CH:24][C:19]([F:18])=[CH:20][CH:21]=2)=[O:15])[N:3]=1, predict the reactants needed to synthesize it. The reactants are: [Cl:1][C:2]1[C:11]2[C:6](=[C:7]([F:12])[CH:8]=[CH:9][CH:10]=2)[N:5]=[C:4]([C:13]([O:15]CC)=O)[N:3]=1.[F:18][C:19]1[CH:24]=[CH:23][C:22]([Mg]Br)=[CH:21][CH:20]=1.C1COCC1.Cl.[Na+].[Cl-]. (2) Given the product [CH2:41]([O:40][C:38]([CH2:37][CH2:36][C:22]1[C:23]([O:27][CH2:28][CH2:29][CH2:30][C:31]([O:33][CH2:34][CH3:35])=[O:32])=[CH:24][CH:25]=[CH:26][C:21]=1[CH2:20][CH2:19][CH2:18][CH2:17][CH2:16][CH2:15][O:14][C:12]1[CH:13]=[C:8]([C:6]([OH:7])=[O:5])[CH:9]=[C:10]([C:43]2[CH:48]=[CH:47][CH:46]=[C:45]([F:49])[CH:44]=2)[CH:11]=1)=[O:39])[CH3:42], predict the reactants needed to synthesize it. The reactants are: C([O:5][C:6]([C:8]1[CH:9]=[C:10]([C:43]2[CH:48]=[CH:47][CH:46]=[C:45]([F:49])[CH:44]=2)[CH:11]=[C:12]([O:14][CH2:15][CH2:16][CH2:17][CH2:18][CH2:19][CH2:20][C:21]2[CH:26]=[CH:25][CH:24]=[C:23]([O:27][CH2:28][CH2:29][CH2:30][C:31]([O:33][CH2:34][CH3:35])=[O:32])[C:22]=2[CH2:36][CH2:37][C:38]([O:40][CH2:41][CH3:42])=[O:39])[CH:13]=1)=[O:7])(C)(C)C.